From a dataset of Full USPTO retrosynthesis dataset with 1.9M reactions from patents (1976-2016). Predict the reactants needed to synthesize the given product. (1) Given the product [CH2:1]([O:3][CH:4]1[CH:8]([NH:9][C:10]([CH:12]2[CH2:16][CH2:15][CH2:14][N:13]2[C:17](=[O:35])[CH:18]([NH:20][C:21](=[O:34])[C:22]2[CH:23]=[C:24]([Cl:33])[C:25]([OH:29])=[C:26]([Cl:28])[CH:27]=2)[CH3:19])=[O:11])[CH2:7][C:6](=[O:36])[O:5]1)[CH3:2], predict the reactants needed to synthesize it. The reactants are: [CH2:1]([O:3][CH:4]1[CH:8]([NH:9][C:10]([CH:12]2[CH2:16][CH2:15][CH2:14][N:13]2[C:17](=[O:35])[CH:18]([NH:20][C:21](=[O:34])[C:22]2[CH:27]=[C:26]([Cl:28])[C:25]([O:29]CC=C)=[C:24]([Cl:33])[CH:23]=2)[CH3:19])=[O:11])[CH2:7][C:6](=[O:36])[O:5]1)[CH3:2].CC1C2C(=CC=CC=2)C(C)=C2C=1C=CC1C2=CC=CC=1.C(Cl)Cl.CO. (2) The reactants are: [Br:1][C:2]1[CH:3]=[C:4]2[C:8](=[CH:9][C:10]=1[CH3:11])[NH:7][C:6](C(O)=O)=[C:5]2[CH3:15].BrC1C(C)=C2C(=CC=1)NC(C(O)=O)=C2C.CCOCC.Cl. Given the product [Br:1][C:2]1[CH:3]=[C:4]2[C:8](=[CH:9][C:10]=1[CH3:11])[NH:7][CH:6]=[C:5]2[CH3:15], predict the reactants needed to synthesize it. (3) Given the product [CH2:31]([C:37]1[N:19]([NH:20][C:21](=[O:25])[O:27][C:1]([CH3:3])([CH3:4])[CH3:5])[C:18]2[C:17]3[CH:16]=[CH:15][CH:14]=[CH:13][C:12]=3[N:11]=[CH:10][C:9]=2[N:8]=1)[CH2:32][CH3:33], predict the reactants needed to synthesize it. The reactants are: [C:1]([C:5](O)=O)([CH3:4])([CH3:3])C.[NH2:8][C:9]1[CH:10]=[N:11][C:12]2[C:17]([C:18]=1[NH:19][NH2:20])=[CH:16][CH:15]=[CH:14][CH:13]=2.[C:21](OC)([O:27]C)([O:25]C)CCC.[C:31]1([CH3:37])C=CC=[CH:33][CH:32]=1. (4) Given the product [CH3:1][S:2]([C:5]1[CH:6]=[CH:7][C:8]2[N:12]=[C:11]([C:13]3[CH:18]=[CH:17][C:16]([C:24]4[S:25][CH:26]=[CH:27][CH:28]=4)=[CH:15][CH:14]=3)[NH:10][C:9]=2[CH:22]=1)(=[O:4])=[O:3], predict the reactants needed to synthesize it. The reactants are: [CH3:1][S:2]([C:5]1[CH:6]=[CH:7][C:8]2[N:12]=[C:11]([C:13]3[CH:18]=[CH:17][C:16](B(O)O)=[CH:15][CH:14]=3)[NH:10][C:9]=2[CH:22]=1)(=[O:4])=[O:3].Br[C:24]1[S:25][CH:26]=[CH:27][CH:28]=1.C([O-])([O-])=O.[Na+].[Na+]. (5) Given the product [CH2:10]([O:9][C:6](=[C:1]([C:4]#[N:5])[C:2]#[N:3])[CH2:7][CH3:8])[CH3:11], predict the reactants needed to synthesize it. The reactants are: [CH2:1]([C:4]#[N:5])[C:2]#[N:3].[C:6](OCC)(OCC)([O:9][CH2:10][CH3:11])[CH2:7][CH3:8]. (6) The reactants are: [CH3:1][O:2][C:3]1[CH:8]=[CH:7][C:6]([Mg]Br)=[CH:5][CH:4]=1.BrC1C=CC(OC)=CC=1.[Mg].Cl.Br[C:23]1[CH:28]=[CH:27][N:26]=[CH:25][CH:24]=1. Given the product [CH3:1][O:2][C:3]1[CH:8]=[CH:7][C:6]([C:23]2[CH:28]=[CH:27][N:26]=[CH:25][CH:24]=2)=[CH:5][CH:4]=1, predict the reactants needed to synthesize it. (7) Given the product [C:1]([CH2:4][CH2:5][C:6]1[C:18]([CH2:19][CH2:20][CH2:21][CH2:22][CH2:23][C:24]#[C:25][C:29]2[CH:28]=[C:27]([Br:26])[CH:32]=[C:31]([Br:33])[CH:30]=2)=[CH:17][CH:16]=[CH:15][C:7]=1[O:8][CH2:9][CH2:10][CH2:11][C:12]([OH:14])=[O:13])([OH:3])=[O:2], predict the reactants needed to synthesize it. The reactants are: [C:1]([CH2:4][CH2:5][C:6]1[C:18]([CH2:19][CH2:20][CH2:21][CH2:22][CH2:23][C:24]#[CH:25])=[CH:17][CH:16]=[CH:15][C:7]=1[O:8][CH2:9][CH2:10][CH2:11][C:12]([OH:14])=[O:13])([OH:3])=[O:2].[Br:26][C:27]1[CH:28]=[C:29](I)[CH:30]=[C:31]([Br:33])[CH:32]=1.C(O)(C(F)(F)F)=O. (8) Given the product [CH2:24]([N:28]1[C:36]2[N:35]=[C:34]([Cl:37])[NH:33][C:32]=2[C:31](=[O:38])[N:30]([CH2:39][CH2:40][CH2:41][CH2:42][C:43]2[N:44]=[C:16]([C:15]3[CH:19]=[CH:20][C:21]([OH:23])=[CH:22][C:14]=3[F:13])[O:18][N:46]=2)[C:29]1=[O:47])[CH2:25][CH2:26][CH3:27], predict the reactants needed to synthesize it. The reactants are: C1N=CN(C(N2C=NC=C2)=O)C=1.[F:13][C:14]1[CH:22]=[C:21]([OH:23])[CH:20]=[CH:19][C:15]=1[C:16]([OH:18])=O.[CH2:24]([N:28]1[C:36]2[N:35]=[C:34]([Cl:37])[NH:33][C:32]=2[C:31](=[O:38])[N:30]([CH2:39][CH2:40][CH2:41][CH2:42][C:43](=[NH:46])[NH:44]O)[C:29]1=[O:47])[CH2:25][CH2:26][CH3:27]. (9) Given the product [CH3:21][C:20]([CH3:23])([CH3:22])[C@H:15]([NH:14][C:12]([C:4]1[N:3]=[C:2]([CH:64]([OH:71])[C:65]2[CH:70]=[CH:69][CH:68]=[CH:67][CH:66]=2)[N:6]2[CH2:7][CH2:8][N:9]([CH3:11])[CH2:10][C:5]=12)=[O:13])[C:16]([NH:18][CH3:19])=[O:17], predict the reactants needed to synthesize it. The reactants are: Br[C:2]1[N:6]2[CH2:7][CH2:8][N:9]([CH3:11])[CH2:10][C:5]2=[C:4]([C:12]([NH:14][C@@H:15]([C:20]([CH3:23])([CH3:22])[CH3:21])[C:16]([NH:18][CH3:19])=[O:17])=[O:13])[N:3]=1.CC(C)(C)[C@H](NC(C1N=C(C#CC2C=CC=CC=2)N2CCN(C)CC=12)=O)C(NC)=O.C[Si](Cl)(C)C.C([Mg]Cl)(C)C.[CH:64](=[O:71])[C:65]1[CH:70]=[CH:69][CH:68]=[CH:67][CH:66]=1. (10) Given the product [OH:11][N:12]([CH:13]([CH2:23][S:24]([N:27]1[CH2:32][CH2:31][N:30]([C:33]2[CH:38]=[CH:37][C:36]([C:39]#[C:40][C:41]3[S:42][CH:43]=[CH:44][CH:45]=3)=[CH:35][N:34]=2)[CH2:29][CH2:28]1)(=[O:26])=[O:25])[CH2:14][CH2:15][CH2:16][C:17]1[N:22]=[CH:21][CH:20]=[CH:19][N:18]=1)[CH:1]=[O:3], predict the reactants needed to synthesize it. The reactants are: [CH:1]([OH:3])=O.C(OC(=O)C)(=O)C.[OH:11][NH:12][CH:13]([CH2:23][S:24]([N:27]1[CH2:32][CH2:31][N:30]([C:33]2[CH:38]=[CH:37][C:36]([C:39]#[C:40][C:41]3[S:42][CH:43]=[CH:44][CH:45]=3)=[CH:35][N:34]=2)[CH2:29][CH2:28]1)(=[O:26])=[O:25])[CH2:14][CH2:15][CH2:16][C:17]1[N:22]=[CH:21][CH:20]=[CH:19][N:18]=1.